The task is: Predict the reactants needed to synthesize the given product.. This data is from Full USPTO retrosynthesis dataset with 1.9M reactions from patents (1976-2016). (1) Given the product [F:1][C:2]1[C:3]([CH2:11][CH2:12][OH:13])=[C:4]([OH:9])[CH:5]=[CH:6][C:7]=1[F:8], predict the reactants needed to synthesize it. The reactants are: [F:1][C:2]1[C:7]([F:8])=[CH:6][CH:5]=[C:4]([O:9]C)[C:3]=1[CH2:11][CH2:12][OH:13].O. (2) The reactants are: O=[CH:2][CH2:3][C@H:4]1[CH2:9][CH2:8][C@H:7]([NH:10][C:11]([C:13]2[C:22]3[C:17](=[CH:18][CH:19]=[CH:20][CH:21]=3)[N:16]=[CH:15][CH:14]=2)=[O:12])[CH2:6][CH2:5]1.[Cl:23][C:24]1[CH:25]=[C:26]([CH:34]=[CH:35][C:36]=1[Cl:37])[O:27][CH:28]1[CH2:33][CH2:32][NH:31][CH2:30][CH2:29]1. Given the product [Cl:23][C:24]1[CH:25]=[C:26]([CH:34]=[CH:35][C:36]=1[Cl:37])[O:27][CH:28]1[CH2:33][CH2:32][N:31]([CH2:2][CH2:3][C@H:4]2[CH2:9][CH2:8][C@H:7]([NH:10][C:11]([C:13]3[C:22]4[C:17](=[CH:18][CH:19]=[CH:20][CH:21]=4)[N:16]=[CH:15][CH:14]=3)=[O:12])[CH2:6][CH2:5]2)[CH2:30][CH2:29]1, predict the reactants needed to synthesize it. (3) Given the product [F:15][C:16]1[CH:17]=[CH:18][C:19]2[N:20]([C:22]([C:25]3[N:30]=[C:29]([NH:1][C@@H:2]4[CH2:7][CH2:6][CH2:5][N:4]([C:8]([O:10][C:11]([CH3:14])([CH3:13])[CH3:12])=[O:9])[CH2:3]4)[C:28]([C:32]([F:33])([F:34])[F:35])=[C:27]([O:36][CH3:37])[N:26]=3)=[CH:23][N:24]=2)[CH:21]=1, predict the reactants needed to synthesize it. The reactants are: [NH2:1][C@@H:2]1[CH2:7][CH2:6][CH2:5][N:4]([C:8]([O:10][C:11]([CH3:14])([CH3:13])[CH3:12])=[O:9])[CH2:3]1.[F:15][C:16]1[CH:17]=[CH:18][C:19]2[N:20]([C:22]([C:25]3[N:30]=[C:29](F)[C:28]([C:32]([F:35])([F:34])[F:33])=[C:27]([O:36][CH3:37])[N:26]=3)=[CH:23][N:24]=2)[CH:21]=1. (4) Given the product [NH2:34][C:31]1[CH:32]=[CH:33][C:28]([CH2:27][C:24]2[C:23]([CH3:37])=[N:22][C:20]3[S:21][C:8]4[C:7]([O:6][CH2:4][CH3:5])=[N:12][C:11]([N:13]5[CH2:18][CH2:17][NH:16][CH2:15][CH2:14]5)=[N:10][C:9]=4[C:19]=3[C:25]=2[CH3:26])=[CH:29][CH:30]=1, predict the reactants needed to synthesize it. The reactants are: [OH-].[NH3+]N.[CH2:4]([O:6][C:7]1[C:8]2[S:21][C:20]3[N:22]=[C:23]([CH3:37])[C:24]([CH2:27][C:28]4[CH:33]=[CH:32][C:31]([N+:34]([O-])=O)=[CH:30][CH:29]=4)=[C:25]([CH3:26])[C:19]=3[C:9]=2[N:10]=[C:11]([N:13]2[CH2:18][CH2:17][NH:16][CH2:15][CH2:14]2)[N:12]=1)[CH3:5]. (5) Given the product [Br:30][C:29]1[C:24]2[C:25](=[CH:31][N:32]([C:33]3[C:38]([Cl:39])=[CH:37][CH:36]=[CH:35][C:34]=3[Cl:40])[N:21]=2)[CH:26]=[N:27][CH:28]=1, predict the reactants needed to synthesize it. The reactants are: ClC1C=C(C=C(Cl)C=1N1C=C2C=NC=C(Cl)C2=N1)C#N.[N:21]([C:24]1[C:29]([Br:30])=[CH:28][N:27]=[CH:26][C:25]=1/[CH:31]=[N:32]/[C:33]1[C:38]([Cl:39])=[CH:37][CH:36]=[CH:35][C:34]=1[Cl:40])=[N+]=[N-]. (6) Given the product [Cl:1][C:2]1[CH:3]=[C:4]2[C:9](=[C:10]([Cl:12])[CH:11]=1)[CH2:8][N:7]([CH3:13])[CH2:6][CH:5]2[C:14]1[CH:19]=[CH:18][C:17]([NH:20][C:23]([NH:22][CH3:21])=[S:24])=[CH:16][CH:15]=1, predict the reactants needed to synthesize it. The reactants are: [Cl:1][C:2]1[CH:3]=[C:4]2[C:9](=[C:10]([Cl:12])[CH:11]=1)[CH2:8][N:7]([CH3:13])[CH2:6][CH:5]2[C:14]1[CH:19]=[CH:18][C:17]([NH2:20])=[CH:16][CH:15]=1.[CH3:21][N:22]=[C:23]=[S:24].NC(N)=S.